From a dataset of NCI-60 drug combinations with 297,098 pairs across 59 cell lines. Regression. Given two drug SMILES strings and cell line genomic features, predict the synergy score measuring deviation from expected non-interaction effect. (1) Drug 1: CCCCCOC(=O)NC1=NC(=O)N(C=C1F)C2C(C(C(O2)C)O)O. Drug 2: CNC(=O)C1=NC=CC(=C1)OC2=CC=C(C=C2)NC(=O)NC3=CC(=C(C=C3)Cl)C(F)(F)F. Cell line: SF-295. Synergy scores: CSS=-2.23, Synergy_ZIP=-0.567, Synergy_Bliss=-3.31, Synergy_Loewe=-2.12, Synergy_HSA=-3.53. (2) Cell line: MOLT-4. Drug 1: CC12CCC3C(C1CCC2O)C(CC4=C3C=CC(=C4)O)CCCCCCCCCS(=O)CCCC(C(F)(F)F)(F)F. Synergy scores: CSS=36.8, Synergy_ZIP=-1.02, Synergy_Bliss=-4.35, Synergy_Loewe=-48.6, Synergy_HSA=-4.52. Drug 2: CC1=C(C(=O)C2=C(C1=O)N3CC4C(C3(C2COC(=O)N)OC)N4)N. (3) Drug 1: C1CN1P(=S)(N2CC2)N3CC3. Drug 2: CNC(=O)C1=NC=CC(=C1)OC2=CC=C(C=C2)NC(=O)NC3=CC(=C(C=C3)Cl)C(F)(F)F. Cell line: COLO 205. Synergy scores: CSS=13.5, Synergy_ZIP=-7.94, Synergy_Bliss=-5.26, Synergy_Loewe=-24.0, Synergy_HSA=-6.16.